This data is from Forward reaction prediction with 1.9M reactions from USPTO patents (1976-2016). The task is: Predict the product of the given reaction. (1) Given the reactants [CH3:1][C@@H:2]1[C@H:6]([C:7]2[CH:12]=[CH:11][CH:10]=[CH:9][CH:8]=2)[O:5][C:4](=[O:13])[NH:3]1.[H-].[Na+].[CH2:16]([O:23][C:24](=[O:27])[CH2:25]Br)[C:17]1[CH:22]=[CH:21][CH:20]=[CH:19][CH:18]=1, predict the reaction product. The product is: [CH2:16]([O:23][C:24](=[O:27])[CH2:25][N:3]1[C@H:2]([CH3:1])[C@H:6]([C:7]2[CH:12]=[CH:11][CH:10]=[CH:9][CH:8]=2)[O:5][C:4]1=[O:13])[C:17]1[CH:22]=[CH:21][CH:20]=[CH:19][CH:18]=1. (2) Given the reactants CC1(C)[O:7][C:6]2[CH:8]=[CH:9][C:10]([C@@H:12]([OH:51])[CH2:13][NH:14][CH2:15][CH2:16][CH2:17][CH2:18][CH2:19][CH2:20][O:21][CH2:22][CH2:23][O:24][CH2:25][C:26]3[CH:27]=[C:28]([NH:32][C:33]([NH:35][C:36]4[CH:37]=[C:38]([NH:42][C:43]([C:45]5[CH:46]=[N:47][CH:48]=[CH:49][CH:50]=5)=[O:44])[CH:39]=[CH:40][CH:41]=4)=[O:34])[CH:29]=[CH:30][CH:31]=3)=[CH:11][C:5]=2[CH2:4][O:3]1, predict the reaction product. The product is: [OH:51][C@H:12]([C:10]1[CH:9]=[CH:8][C:6]([OH:7])=[C:5]([CH2:4][OH:3])[CH:11]=1)[CH2:13][NH:14][CH2:15][CH2:16][CH2:17][CH2:18][CH2:19][CH2:20][O:21][CH2:22][CH2:23][O:24][CH2:25][C:26]1[CH:27]=[C:28]([NH:32][C:33]([NH:35][C:36]2[CH:37]=[C:38]([NH:42][C:43]([C:45]3[CH:46]=[N:47][CH:48]=[CH:49][CH:50]=3)=[O:44])[CH:39]=[CH:40][CH:41]=2)=[O:34])[CH:29]=[CH:30][CH:31]=1. (3) Given the reactants Cl.[Br:2][C:3]1[CH:8]=[CH:7][C:6]([NH:9][NH2:10])=[CH:5][CH:4]=1.C[O-].[Na+].C1(C)C=CC=CC=1.[C:21]1([C:27](=O)[CH:28]([C:37]2[CH:42]=[CH:41][CH:40]=[CH:39][CH:38]=2)[C:29]([C:31]2[CH:36]=[CH:35][CH:34]=[CH:33][CH:32]=2)=O)[CH:26]=[CH:25][CH:24]=[CH:23][CH:22]=1, predict the reaction product. The product is: [Br:2][C:3]1[CH:8]=[CH:7][C:6]([N:9]2[C:27]([C:21]3[CH:26]=[CH:25][CH:24]=[CH:23][CH:22]=3)=[C:28]([C:37]3[CH:38]=[CH:39][CH:40]=[CH:41][CH:42]=3)[C:29]([C:31]3[CH:36]=[CH:35][CH:34]=[CH:33][CH:32]=3)=[N:10]2)=[CH:5][CH:4]=1.